From a dataset of Catalyst prediction with 721,799 reactions and 888 catalyst types from USPTO. Predict which catalyst facilitates the given reaction. The catalyst class is: 1. Product: [CH3:8][O:9][CH:10]=[CH:36][C:35]1[CH:38]=[CH:39][C:32]([C:31]([F:41])([F:40])[F:30])=[CH:33][CH:34]=1. Reactant: CC(C)([O-])C.[K+].[Cl-].[CH3:8][O:9][CH2:10][P+](C1C=CC=CC=1)(C1C=CC=CC=1)C1C=CC=CC=1.[F:30][C:31]([F:41])([F:40])[C:32]1[CH:39]=[CH:38][C:35]([CH:36]=O)=[CH:34][CH:33]=1.O.